Dataset: Aqueous solubility values for 9,982 compounds from the AqSolDB database. Task: Regression/Classification. Given a drug SMILES string, predict its absorption, distribution, metabolism, or excretion properties. Task type varies by dataset: regression for continuous measurements (e.g., permeability, clearance, half-life) or binary classification for categorical outcomes (e.g., BBB penetration, CYP inhibition). For this dataset (solubility_aqsoldb), we predict Y. (1) The molecule is CCCCC(=O)NNC(=O)c1ccncc1. The Y is -1.01 log mol/L. (2) The compound is C=C(C)c1ccccc1. The Y is -3.01 log mol/L. (3) The compound is Cc1ccc(C(=O)OC(C)C)cc1N=Nc1c(O)c(C(=O)Nc2cc(Cl)c(NC(=O)c3cc4ccccc4c(N=Nc4cc(C(=O)OC(C)C)ccc4C)c3O)cc2Cl)cc2ccccc12. The Y is -7.01 log mol/L. (4) The compound is O=C1C[C@@H](c2ccc(O)c(O)c2)Oc2cc(O)cc(O)c21. The Y is -3.61 log mol/L.